Predict the reaction yield, written as a fraction of the theoretical maximum amount of product (1.0 means a 100% yield; for example, 0.34 means a 34% yield). From a dataset of Reaction yield outcomes from USPTO patents with 853,638 reactions. (1) The reactants are Cl.[CH3:2][O:3][C:4](=[O:8])[C@H:5]([CH3:7])[NH2:6].C(N(CC)CC)C.[Cl:16][C:17]1[CH:18]=[C:19]([CH:22]=[CH:23][C:24]=1[Cl:25])[CH:20]=O.S([O-])([O-])(=O)=O.[Mg+2]. The catalyst is C(Cl)Cl. The product is [CH3:2][O:3][C:4](=[O:8])[CH:5]([N:6]=[CH:20][C:19]1[CH:22]=[CH:23][C:24]([Cl:25])=[C:17]([Cl:16])[CH:18]=1)[CH3:7]. The yield is 0.924. (2) The yield is 0.920. The product is [ClH:45].[F:44][C:2]([F:1])([F:43])[C:3]1[CH:4]=[C:5]([C:13]([CH3:41])([CH3:42])[C:14]([N:16]([CH3:40])[C:17]2[C:18]([C:32]3[CH:37]=[CH:36][C:35]([F:38])=[CH:34][C:33]=3[CH3:39])=[CH:19][C:20]([C@@H:23]3[NH:27][C@@:26]([CH3:31])([C:28]([NH2:30])=[O:29])[CH2:25][CH2:24]3)=[N:21][CH:22]=2)=[O:15])[CH:6]=[C:7]([C:9]([F:10])([F:11])[F:12])[CH:8]=1. The reactants are [F:1][C:2]([F:44])([F:43])[C:3]1[CH:4]=[C:5]([C:13]([CH3:42])([CH3:41])[C:14]([N:16]([CH3:40])[C:17]2[C:18]([C:32]3[CH:37]=[CH:36][C:35]([F:38])=[CH:34][C:33]=3[CH3:39])=[CH:19][C:20]([C@@H:23]3[NH:27][C@@:26]([CH3:31])([C:28]([NH2:30])=[O:29])[CH2:25][CH2:24]3)=[N:21][CH:22]=2)=[O:15])[CH:6]=[C:7]([C:9]([F:12])([F:11])[F:10])[CH:8]=1.[ClH:45]. The catalyst is C(OCC)C.